From a dataset of NCI-60 drug combinations with 297,098 pairs across 59 cell lines. Regression. Given two drug SMILES strings and cell line genomic features, predict the synergy score measuring deviation from expected non-interaction effect. (1) Drug 1: CN(CC1=CN=C2C(=N1)C(=NC(=N2)N)N)C3=CC=C(C=C3)C(=O)NC(CCC(=O)O)C(=O)O. Drug 2: CCC1(CC2CC(C3=C(CCN(C2)C1)C4=CC=CC=C4N3)(C5=C(C=C6C(=C5)C78CCN9C7C(C=CC9)(C(C(C8N6C=O)(C(=O)OC)O)OC(=O)C)CC)OC)C(=O)OC)O.OS(=O)(=O)O. Cell line: CCRF-CEM. Synergy scores: CSS=88.3, Synergy_ZIP=-2.67, Synergy_Bliss=-4.31, Synergy_Loewe=-2.88, Synergy_HSA=-0.541. (2) Drug 1: C1C(C(OC1N2C=C(C(=O)NC2=O)F)CO)O. Drug 2: C1=NC2=C(N=C(N=C2N1C3C(C(C(O3)CO)O)F)Cl)N. Cell line: MDA-MB-231. Synergy scores: CSS=30.7, Synergy_ZIP=-1.96, Synergy_Bliss=0.912, Synergy_Loewe=-6.63, Synergy_HSA=1.99. (3) Drug 1: CC(CN1CC(=O)NC(=O)C1)N2CC(=O)NC(=O)C2. Drug 2: CC1=C(C(=O)C2=C(C1=O)N3CC4C(C3(C2COC(=O)N)OC)N4)N. Cell line: IGROV1. Synergy scores: CSS=30.6, Synergy_ZIP=-4.19, Synergy_Bliss=1.88, Synergy_Loewe=5.19, Synergy_HSA=6.48. (4) Drug 1: CC12CCC(CC1=CCC3C2CCC4(C3CC=C4C5=CN=CC=C5)C)O. Drug 2: C1=CC(=CC=C1CC(C(=O)O)N)N(CCCl)CCCl.Cl. Cell line: TK-10. Synergy scores: CSS=10.5, Synergy_ZIP=-1.20, Synergy_Bliss=2.62, Synergy_Loewe=-1.50, Synergy_HSA=-0.620. (5) Drug 1: CC1CCC2CC(C(=CC=CC=CC(CC(C(=O)C(C(C(=CC(C(=O)CC(OC(=O)C3CCCCN3C(=O)C(=O)C1(O2)O)C(C)CC4CCC(C(C4)OC)O)C)C)O)OC)C)C)C)OC. Cell line: 786-0. Synergy scores: CSS=14.8, Synergy_ZIP=-8.56, Synergy_Bliss=-0.449, Synergy_Loewe=-5.91, Synergy_HSA=1.76. Drug 2: C(CCl)NC(=O)N(CCCl)N=O. (6) Drug 1: CN1C2=C(C=C(C=C2)N(CCCl)CCCl)N=C1CCCC(=O)O.Cl. Drug 2: C(CN)CNCCSP(=O)(O)O. Cell line: HL-60(TB). Synergy scores: CSS=6.50, Synergy_ZIP=-1.42, Synergy_Bliss=-0.375, Synergy_Loewe=2.71, Synergy_HSA=1.57. (7) Drug 2: N.N.Cl[Pt+2]Cl. Synergy scores: CSS=50.9, Synergy_ZIP=-9.62, Synergy_Bliss=-5.34, Synergy_Loewe=1.12, Synergy_HSA=2.26. Cell line: HCT-15. Drug 1: CCC1=C2CN3C(=CC4=C(C3=O)COC(=O)C4(CC)O)C2=NC5=C1C=C(C=C5)O.